Dataset: Peptide-MHC class I binding affinity with 185,985 pairs from IEDB/IMGT. Task: Regression. Given a peptide amino acid sequence and an MHC pseudo amino acid sequence, predict their binding affinity value. This is MHC class I binding data. (1) The peptide sequence is GEDDDMLPW. The MHC is HLA-B58:01 with pseudo-sequence HLA-B58:01. The binding affinity (normalized) is 0.0847. (2) The peptide sequence is ALAAAAAAK. The MHC is HLA-A24:02 with pseudo-sequence HLA-A24:02. The binding affinity (normalized) is 0.149. (3) The MHC is HLA-A02:02 with pseudo-sequence HLA-A02:02. The peptide sequence is GIFVDTMSI. The binding affinity (normalized) is 0.264.